Dataset: Forward reaction prediction with 1.9M reactions from USPTO patents (1976-2016). Task: Predict the product of the given reaction. (1) The product is: [F:2][C:3]1[CH:8]=[C:7]([F:9])[CH:6]=[CH:5][C:4]=1[N:10]1[CH:14]([C:15]2[CH:16]=[C:17]([N:21]3[CH2:26][CH2:25][N:24]([S:42]([CH3:41])(=[O:44])=[O:43])[CH2:23][CH2:22]3)[CH:18]=[N:19][CH:20]=2)[CH2:13][C:12]([C:27]([F:33])([F:32])[C:28]([F:29])([F:30])[F:31])=[N:11]1. Given the reactants Cl.[F:2][C:3]1[CH:8]=[C:7]([F:9])[CH:6]=[CH:5][C:4]=1[N:10]1[CH:14]([C:15]2[CH:16]=[C:17]([N:21]3[CH2:26][CH2:25][NH:24][CH2:23][CH2:22]3)[CH:18]=[N:19][CH:20]=2)[CH2:13][C:12]([C:27]([F:33])([F:32])[C:28]([F:31])([F:30])[F:29])=[N:11]1.C(N(CC)CC)C.[CH3:41][S:42](Cl)(=[O:44])=[O:43], predict the reaction product. (2) Given the reactants C([O:4][C@@H:5]1[C@H:9]([O:10]C(=O)C)[C@@:8]([CH3:24])([CH2:14][O:15]C(=O)C2C=CC=CC=2)[O:7][C@H:6]1[N:25]1[CH:33]=[N:32][C:31]2[C:26]1=[N:27][CH:28]=[N:29][C:30]=2[NH2:34])(=O)C, predict the reaction product. The product is: [CH3:24][C@:8]1([CH2:14][OH:15])[O:7][C@@H:6]([N:25]2[CH:33]=[N:32][C:31]3[C:26]2=[N:27][CH:28]=[N:29][C:30]=3[NH2:34])[C@H:5]([OH:4])[C@@H:9]1[OH:10]. (3) Given the reactants [S:1]1[C:5]2[CH:6]=[CH:7][CH:8]=[CH:9][C:4]=2[C:3]([N:10]2[CH2:15][CH2:14][N:13]([CH2:16][CH2:17][C:18]3[CH:23]=[CH:22][CH:21]=[CH:20][C:19]=3[NH2:24])[CH2:12][CH2:11]2)=[N:2]1.[Na].[CH2:26]=[O:27], predict the reaction product. The product is: [OH-:27].[NH4+:2].[S:1]1[C:5]2[CH:6]=[CH:7][CH:8]=[CH:9][C:4]=2[C:3]([N:10]2[CH2:15][CH2:14][N:13]([CH2:16][CH2:17][C:18]3[CH:23]=[CH:22][CH:21]=[CH:20][C:19]=3[NH:24][CH3:26])[CH2:12][CH2:11]2)=[N:2]1. (4) Given the reactants C(Cl)Cl.C(N(CC)CC)C.C(O)=O.[C:14]([NH:33][CH:34]([C:40](=[O:56])[CH2:41][CH2:42][CH2:43][CH2:44][CH2:45][CH2:46][CH2:47][CH2:48][CH2:49][CH2:50][CH2:51][CH2:52][CH2:53][CH2:54][CH3:55])[C:35]([O:37][CH2:38][CH3:39])=[O:36])(=[O:32])[CH2:15][CH2:16][CH2:17][CH2:18][CH2:19][CH2:20][CH2:21][CH2:22][CH2:23][CH2:24][CH2:25][CH2:26][CH2:27][CH2:28][CH2:29][CH2:30][CH3:31], predict the reaction product. The product is: [C:14]([NH:33][C@H:34]([C@H:40]([OH:56])[CH2:41][CH2:42][CH2:43][CH2:44][CH2:45][CH2:46][CH2:47][CH2:48][CH2:49][CH2:50][CH2:51][CH2:52][CH2:53][CH2:54][CH3:55])[C:35]([O:37][CH2:38][CH3:39])=[O:36])(=[O:32])[CH2:15][CH2:16][CH2:17][CH2:18][CH2:19][CH2:20][CH2:21][CH2:22][CH2:23][CH2:24][CH2:25][CH2:26][CH2:27][CH2:28][CH2:29][CH2:30][CH3:31]. (5) Given the reactants N12CCCN=C1CCCCC2.[NH:12]1[C:20]2[C:15](=[CH:16][CH:17]=[CH:18][CH:19]=2)[C:14]([C@@H:21]2[C:29]3[C:24](=[CH:25][CH:26]=[CH:27][CH:28]=3)[C@H:23](O)[CH2:22]2)=[CH:13]1.C1(P([N:45]=[N+:46]=[N-:47])(C2C=CC=CC=2)=O)C=CC=CC=1.O, predict the reaction product. The product is: [N:45]([C@@H:23]1[C:24]2[C:29](=[CH:28][CH:27]=[CH:26][CH:25]=2)[C@@H:21]([C:14]2[C:15]3[C:20](=[CH:19][CH:18]=[CH:17][CH:16]=3)[NH:12][CH:13]=2)[CH2:22]1)=[N+:46]=[N-:47]. (6) Given the reactants C(N(C(C)C)C(C)C)C.[F:10][C:11]1[CH:16]=[CH:15][C:14]([C:17]2[O:42][C:20]3=[N:21][C:22]([NH:36][CH2:37][C:38]([F:41])([F:40])[F:39])=[C:23]([C:25]4[CH:26]=[N:27][C:28]([O:34][CH3:35])=[C:29]([CH:33]=4)[C:30](O)=[O:31])[CH:24]=[C:19]3[C:18]=2[C:43](=[O:46])[NH:44][CH3:45])=[CH:13][CH:12]=1.CN(C(ON1N=NC2C=CC=NC1=2)=[N+](C)C)C.F[P-](F)(F)(F)(F)F.Cl.[O:72]1[CH:76]=[N:75][C:74]([C:77]([NH2:80])([CH3:79])[CH3:78])=[N:73]1, predict the reaction product. The product is: [F:10][C:11]1[CH:12]=[CH:13][C:14]([C:17]2[O:42][C:20]3=[N:21][C:22]([NH:36][CH2:37][C:38]([F:40])([F:39])[F:41])=[C:23]([C:25]4[CH:33]=[C:29]([C:30]([NH:80][C:77]([C:74]5[N:75]=[CH:76][O:72][N:73]=5)([CH3:79])[CH3:78])=[O:31])[C:28]([O:34][CH3:35])=[N:27][CH:26]=4)[CH:24]=[C:19]3[C:18]=2[C:43](=[O:46])[NH:44][CH3:45])=[CH:15][CH:16]=1. (7) Given the reactants [N+:1]([C:4]1[CH:19]=[CH:18][C:7]([CH2:8][N:9]2[C:13]([C:14]([NH2:16])=[O:15])=[C:12]([OH:17])[N:11]=[CH:10]2)=[CH:6][CH:5]=1)([O-:3])=[O:2].[C:20](=O)([O-])[O-].[K+].[K+].CI, predict the reaction product. The product is: [N+:1]([C:4]1[CH:5]=[CH:6][C:7]([CH2:8][N:9]2[C:13]([C:14]([NH2:16])=[O:15])=[C:12]([O:17][CH3:20])[N:11]=[CH:10]2)=[CH:18][CH:19]=1)([O-:3])=[O:2]. (8) The product is: [NH2:50][C:48](=[O:49])[CH2:47][CH2:46][NH:45][C:41]([CH:38]1[CH2:37][CH2:36][N:35]([CH2:34][C@H:10]2[N:11]([C:14]([C:16]3[CH:20]=[C:19]([CH3:21])[N:69]([C:67]4[CH:68]=[CH:63][CH:64]=[CH:65][CH:66]=4)[C:17]=3[C:28]3[CH:33]=[CH:32][CH:31]=[CH:30][CH:29]=3)=[O:15])[CH2:12][CH2:13][N:8]([C:6]([O:5][C:1]([CH3:2])([CH3:3])[CH3:4])=[O:7])[CH2:9]2)[CH2:40][CH2:39]1)=[O:42]. Given the reactants [C:1]([O:5][C:6]([N:8]1[CH2:13][CH2:12][N:11]([C:14]([C:16]2[CH:20]=[C:19]([CH3:21])N(C3C=CC=CC=3)[C:17]=2[C:28]2[CH:33]=[CH:32][CH:31]=[CH:30][CH:29]=2)=[O:15])[C@H:10]([CH2:34][N:35]2[CH2:40][CH2:39][CH:38]([C:41](O)=[O:42])[CH2:37][CH2:36]2)[CH2:9]1)=[O:7])([CH3:4])([CH3:3])[CH3:2].Cl.[NH2:45][CH2:46][CH2:47][C:48]([NH2:50])=[O:49].CCN=C=NCCCN(C)C.Cl.[CH:63]1[CH:64]=[CH:65][C:66]2N(O)N=[N:69][C:67]=2[CH:68]=1.C(=O)(O)[O-].[Na+], predict the reaction product.